Dataset: Catalyst prediction with 721,799 reactions and 888 catalyst types from USPTO. Task: Predict which catalyst facilitates the given reaction. (1) Reactant: [CH2:1]([O:8][C:9]([N:11]1[CH2:15][CH:14]([OH:16])[CH2:13][N:12]1[C:17](=[O:26])[CH2:18][C:19]1[CH:24]=[CH:23][C:22]([F:25])=[CH:21][CH:20]=1)=[O:10])[C:2]1[CH:7]=[CH:6][CH:5]=[CH:4][CH:3]=1.Cl[C:28]([O:30][C:31]1[CH:36]=[CH:35][C:34]([N+:37]([O-:39])=[O:38])=[CH:33][CH:32]=1)=[O:29].N1C=CC=CC=1. Product: [CH2:1]([O:8][C:9]([N:11]1[CH2:15][CH:14]([O:16][C:28]([O:30][C:31]2[CH:32]=[CH:33][C:34]([N+:37]([O-:39])=[O:38])=[CH:35][CH:36]=2)=[O:29])[CH2:13][N:12]1[C:17](=[O:26])[CH2:18][C:19]1[CH:24]=[CH:23][C:22]([F:25])=[CH:21][CH:20]=1)=[O:10])[C:2]1[CH:7]=[CH:6][CH:5]=[CH:4][CH:3]=1. The catalyst class is: 46. (2) Reactant: [F:1][CH:2]([F:37])[C:3]1[CH:7]=[C:6]([CH:8]([F:10])[F:9])[N:5]([CH2:11][C:12]([N:14]2[CH2:19][CH2:18][CH:17]([C:20]3[S:21][CH:22]=[C:23]([C:25]4[CH2:29][CH:28]([C:30]5[CH:35]=[CH:34][CH:33]=[CH:32][C:31]=5[OH:36])[O:27][N:26]=4)[N:24]=3)[CH2:16][CH2:15]2)=[O:13])[N:4]=1.C(=O)([O-])[O-].[K+].[K+].[I-].[K+].Br[CH2:47][C:48]#[C:49][Si:50]([CH3:53])([CH3:52])[CH3:51].Cl. Product: [F:37][CH:2]([F:1])[C:3]1[CH:7]=[C:6]([CH:8]([F:10])[F:9])[N:5]([CH2:11][C:12]([N:14]2[CH2:15][CH2:16][CH:17]([C:20]3[S:21][CH:22]=[C:23]([C:25]4[CH2:29][CH:28]([C:30]5[CH:35]=[CH:34][CH:33]=[CH:32][C:31]=5[O:36][CH2:47][C:48]#[C:49][Si:50]([CH3:53])([CH3:52])[CH3:51])[O:27][N:26]=4)[N:24]=3)[CH2:18][CH2:19]2)=[O:13])[N:4]=1. The catalyst class is: 3.